From a dataset of Reaction yield outcomes from USPTO patents with 853,638 reactions. Predict the reaction yield, written as a fraction of the theoretical maximum amount of product (1.0 means a 100% yield; for example, 0.34 means a 34% yield). (1) The reactants are [CH3:1][NH2:2].[CH2:3]([O:7][C:8]1[CH:13]=[CH:12][C:11]([S:14](Cl)(=[O:16])=[O:15])=[CH:10][CH:9]=1)[C:4]#[C:5][CH3:6].O. The catalyst is ClCCl. The product is [CH2:3]([O:7][C:8]1[CH:13]=[CH:12][C:11]([S:14]([NH:2][CH3:1])(=[O:16])=[O:15])=[CH:10][CH:9]=1)[C:4]#[C:5][CH3:6]. The yield is 0.920. (2) The reactants are [O:1]=[C:2]1[CH2:10][C:9]2[C:4](=[CH:5][CH:6]=[C:7]([C:11]([OH:13])=[O:12])[CH:8]=2)[NH:3]1.[O:14]=[C:15]1[C:20]2=[CH:21][NH:22][C:23]([CH:24]=O)=[C:19]2[CH2:18][CH2:17][NH:16]1.N1CCCCC1. The catalyst is C(O)C. The product is [O:1]=[C:2]1[C:10](=[CH:24][C:23]2[NH:22][CH:21]=[C:20]3[C:19]=2[CH2:18][CH2:17][NH:16][C:15]3=[O:14])[C:9]2[C:4](=[CH:5][CH:6]=[C:7]([C:11]([OH:13])=[O:12])[CH:8]=2)[NH:3]1. The yield is 0.250. (3) The reactants are [NH2:1][CH2:2][CH2:3][N:4]1[CH2:9][CH2:8][O:7][CH2:6][CH2:5]1.Cl.CN(C)CCCN=C=NCC.ON1C2C=CC=CC=2N=N1.[F:32][C:33]1[CH:42]=[CH:41][C:40]([O:43][CH2:44][CH2:45][CH3:46])=[C:39]2[C:34]=1[C:35](=[O:58])[C:36]([C:51]1[CH:56]=[CH:55][C:54]([OH:57])=[CH:53][CH:52]=1)=[CH:37][N:38]2[CH2:47][C:48](O)=[O:49]. The catalyst is C(N(CC)CC)C.O.CN(C=O)C. The product is [F:32][C:33]1[CH:42]=[CH:41][C:40]([O:43][CH2:44][CH2:45][CH3:46])=[C:39]2[C:34]=1[C:35](=[O:58])[C:36]([C:51]1[CH:52]=[CH:53][C:54]([OH:57])=[CH:55][CH:56]=1)=[CH:37][N:38]2[CH2:47][C:48]([NH:1][CH2:2][CH2:3][N:4]1[CH2:9][CH2:8][O:7][CH2:6][CH2:5]1)=[O:49]. The yield is 0.240. (4) The reactants are [CH2:1]([CH:3]1[CH2:7][C:6](=O)[CH2:5][CH:4]1[C:9]([O:11][CH2:12][CH3:13])=[O:10])[CH3:2].CC(O)=O.[CH2:18]([NH:25][CH2:26][C:27]1[CH:32]=[CH:31][CH:30]=[CH:29][CH:28]=1)[C:19]1[CH:24]=[CH:23][CH:22]=[CH:21][CH:20]=1.C(O[BH-](OC(=O)C)OC(=O)C)(=O)C.[Na+].C([O-])(O)=O.[Na+]. The catalyst is ClCCCl. The product is [CH2:26]([N:25]([CH2:18][C:19]1[CH:24]=[CH:23][CH:22]=[CH:21][CH:20]=1)[CH:6]1[CH2:5][CH:4]([C:9]([O:11][CH2:12][CH3:13])=[O:10])[CH:3]([CH2:1][CH3:2])[CH2:7]1)[C:27]1[CH:32]=[CH:31][CH:30]=[CH:29][CH:28]=1. The yield is 0.720.